Dataset: Drug-target binding data from BindingDB using IC50 measurements. Task: Regression. Given a target protein amino acid sequence and a drug SMILES string, predict the binding affinity score between them. We predict pIC50 (pIC50 = -log10(IC50 in M); higher means more potent). Dataset: bindingdb_ic50. (1) The drug is CO[C@]1(C(=O)[O-])C[C@H](O)[C@@H](NC(C)=O)[C@H]([C@H](O)[C@H](O)CNC(=O)C(N)=O)O1.[Na+]. The target protein (Q9Y286) has sequence MLLLLLLPLLWGRERVEGQKSNRKDYSLTMQSSVTVQEGMCVHVRCSFSYPVDSQTDSDPVHGYWFRAGNDISWKAPVATNNPAWAVQEETRDRFHLLGDPQTKNCTLSIRDARMSDAGRYFFRMEKGNIKWNYKYDQLSVNVTALTHRPNILIPGTLESGCFQNLTCSVPWACEQGTPPMISWMGTSVSPLHPSTTRSSVLTLIPQPQHHGTSLTCQVTLPGAGVTTNRTIQLNVSYPPQNLTVTVFQGEGTASTALGNSSSLSVLEGQSLRLVCAVDSNPPARLSWTWRSLTLYPSQPSNPLVLELQVHLGDEGEFTCRAQNSLGSQHVSLNLSLQQEYTGKMRPVSGVLLGAVGGAGATALVFLSFCVIFIVVRSCRKKSARPAADVGDIGMKDANTIRGSASQGNLTESWADDNPRHHGLAAHSSGEEREIQYAPLSFHKGEPQDLSGQEATNNEYSEIKIPK. The pIC50 is 2.8. (2) The compound is O=C(c1c(O)n(-c2ccc(Cl)cc2)n(-c2ccc(Cl)cc2)c1=O)C1CCCCC1. The target protein (P08373) has sequence MNHSLKPWNTFGIDHNAQHIVCAEDEQQLLNAWQYATAEGQPVLILGEGSNVLFLEDYRGTVIINRIKGIEIHDEPDAWYLHVGAGENWHRLVKYTLQEGMPGLENLALIPGCVGSSPIQNIGAYGVELQRVCAYVDSVELATGKQVRLTAKECRFGYRDSIFKHEYQDRFAIVAVGLRLPKEWQPVLTYGDLTRLDPTTVTPQQVFNAVCHMRTTKLPDPKVNGNAGSFFKNPVVSAETAKALLSQFPTAPNYPQADGSVKLAAGWLIDQCQLKGMQIGGAAVHRQQALVLINEDNAKSEDVVQLAHHVRQKVGEKFNVWLEPEVRFIGASGEVSAVETIS. The pIC50 is 4.6.